This data is from Reaction yield outcomes from USPTO patents with 853,638 reactions. The task is: Predict the reaction yield, written as a fraction of the theoretical maximum amount of product (1.0 means a 100% yield; for example, 0.34 means a 34% yield). (1) The reactants are Br[C:2]1[C:7]([F:8])=[CH:6][CH:5]=[C:4]([CH3:9])[N:3]=1.[F:10][C:11]1[CH:16]=[CH:15][CH:14]=[C:13]([F:17])[C:12]=1B(O)O.[F-].[K+].C(P(C(C)(C)C)C(C)(C)C)(C)(C)C.[BH4-].[Na+]. The catalyst is C1COCC1.O.CCO.C1C=CC(/C=C/C(/C=C/C2C=CC=CC=2)=O)=CC=1.C1C=CC(/C=C/C(/C=C/C2C=CC=CC=2)=O)=CC=1.C1C=CC(/C=C/C(/C=C/C2C=CC=CC=2)=O)=CC=1.[Pd].[Pd]. The product is [F:10][C:11]1[CH:16]=[CH:15][CH:14]=[C:13]([F:17])[C:12]=1[C:2]1[C:7]([F:8])=[CH:6][CH:5]=[C:4]([CH3:9])[N:3]=1. The yield is 0.860. (2) The reactants are [N:1]1([C@@H:10]2[O:14][C@H:13]([CH2:15][O:16][Si:17]([CH:24]([CH3:26])[CH3:25])([CH:21]([CH3:23])[CH3:22])[CH:18]([CH3:20])[CH3:19])[C@@H:12]([OH:27])[CH2:11]2)[C:9]2[CH:8]=[CH:7][N:6]=[CH:5][C:4]=2[CH:3]=[CH:2]1.[C:28](OC(=O)C)(=[O:30])[CH3:29]. The catalyst is CN(C1C=CN=CC=1)C.N1C=CC=CC=1. The product is [C:28]([O:27][C@H:12]1[CH2:11][C@H:10]([N:1]2[C:9]3[CH:8]=[CH:7][N:6]=[CH:5][C:4]=3[CH:3]=[CH:2]2)[O:14][C@@H:13]1[CH2:15][O:16][Si:17]([CH:21]([CH3:23])[CH3:22])([CH:24]([CH3:26])[CH3:25])[CH:18]([CH3:20])[CH3:19])(=[O:30])[CH3:29]. The yield is 0.950. (3) The reactants are Cl[CH2:2][C:3]1[C:4]([C:13]2[CH:18]=[CH:17][CH:16]=[CH:15][CH:14]=2)=[N:5][N:6]2[CH:11]=[C:10]([CH3:12])[CH:9]=[N:8][C:7]=12.[F:19][C:20]([F:28])=[CH:21][CH:22]1[CH2:26][NH:25][C:24](=[O:27])[CH2:23]1.CN(C=O)C.[H-].[Na+]. The catalyst is O. The product is [F:19][C:20]([F:28])=[CH:21][CH:22]1[CH2:26][N:25]([CH2:2][C:3]2[C:4]([C:13]3[CH:18]=[CH:17][CH:16]=[CH:15][CH:14]=3)=[N:5][N:6]3[CH:11]=[C:10]([CH3:12])[CH:9]=[N:8][C:7]=23)[C:24](=[O:27])[CH2:23]1. The yield is 0.500.